Task: Predict the reaction yield, written as a fraction of the theoretical maximum amount of product (1.0 means a 100% yield; for example, 0.34 means a 34% yield).. Dataset: Reaction yield outcomes from USPTO patents with 853,638 reactions (1) The reactants are [C:1]1([S:7]([N:10]2[C:14]3=[CH:15][N:16]=[CH:17][C:18]([Br:19])=[C:13]3[CH:12]=[CH:11]2)(=[O:9])=[O:8])[CH:6]=[CH:5][CH:4]=[CH:3][CH:2]=1.[CH:20]([N-]C(C)C)(C)C.[Li+].CI. The catalyst is C1COCC1. The product is [C:1]1([S:7]([N:10]2[C:14]3=[CH:15][N:16]=[CH:17][C:18]([Br:19])=[C:13]3[CH:12]=[C:11]2[CH3:20])(=[O:9])=[O:8])[CH:2]=[CH:3][CH:4]=[CH:5][CH:6]=1. The yield is 0.390. (2) The reactants are [H-].[Na+].[CH2:3]([O:5][C:6](=[O:24])[CH2:7][C:8]([NH:10][C:11]1[CH:16]=[C:15]([C:17]([F:20])([F:19])[F:18])[CH:14]=[CH:13][C:12]=1[C:21](=O)[CH3:22])=[O:9])[CH3:4].CC(O)=O. The catalyst is CCO.[Cl-].[Na+].O. The product is [CH2:3]([O:5][C:6]([C:7]1[C:8]([OH:9])=[N:10][C:11]2[C:12]([C:21]=1[CH3:22])=[CH:13][CH:14]=[C:15]([C:17]([F:20])([F:19])[F:18])[CH:16]=2)=[O:24])[CH3:4]. The yield is 0.570. (3) The catalyst is CC(C)=O. The yield is 0.940. The reactants are [Br:1][C:2]1[CH:3]=[CH:4][C:5]([C:8]([NH:10][CH2:11][CH2:12][CH:13]2[CH2:17][C:16](=[O:18])[C:15]([C:19]3[C:24]([CH3:25])=[CH:23][C:22]([CH3:26])=[CH:21][C:20]=3[CH3:27])=[C:14]2[O:28]C)=[O:9])=[N:6][CH:7]=1.Cl. The product is [Br:1][C:2]1[CH:3]=[CH:4][C:5]([C:8]([NH:10][CH2:11][CH2:12][CH:13]2[CH2:17][C:16](=[O:18])[CH:15]([C:19]3[C:24]([CH3:25])=[CH:23][C:22]([CH3:26])=[CH:21][C:20]=3[CH3:27])[C:14]2=[O:28])=[O:9])=[N:6][CH:7]=1. (4) The reactants are [C:1]([C:5]1[CH:10]=[CH:9][C:8]([C:11]2[NH:12][C:13](=O)[C:14]3[C:19]([CH:20]=2)=[CH:18][C:17]([O:21][CH3:22])=[CH:16][CH:15]=3)=[CH:7][CH:6]=1)([CH3:4])([CH3:3])[CH3:2].O=P(Cl)(Cl)[Cl:26]. No catalyst specified. The product is [C:1]([C:5]1[CH:10]=[CH:9][C:8]([C:11]2[N:12]=[C:13]([Cl:26])[C:14]3[C:19]([CH:20]=2)=[CH:18][C:17]([O:21][CH3:22])=[CH:16][CH:15]=3)=[CH:7][CH:6]=1)([CH3:4])([CH3:3])[CH3:2]. The yield is 0.280. (5) The reactants are [H-].[Na+].[OH:3][C:4]1[CH:11]=[CH:10][C:7]([CH:8]=[O:9])=[CH:6][CH:5]=1.Br[CH2:13][C:14]([O:16][C:17]([CH3:20])([CH3:19])[CH3:18])=[O:15]. The catalyst is CN(C=O)C. The product is [CH:8]([C:7]1[CH:10]=[CH:11][C:4]([O:3][CH2:13][C:14]([O:16][C:17]([CH3:20])([CH3:19])[CH3:18])=[O:15])=[CH:5][CH:6]=1)=[O:9]. The yield is 0.900. (6) The reactants are O1CCCCC1[N:7]1[C:15]2[C:10](=[CH:11][C:12]([C:16]3[N:20]=[CH:19][N:18](C(C4C=CC=CC=4)(C4C=CC=CC=4)C4C=CC=CC=4)[N:17]=3)=[CH:13][CH:14]=2)[C:9]([C:40]2[CH:41]=[C:42]([NH2:46])[CH:43]=[CH:44][CH:45]=2)=[N:8]1.[CH3:47][CH:48]([CH3:53])[CH2:49][C:50](Cl)=[O:51].O. The catalyst is N1C=CC=CC=1. The product is [NH:18]1[CH:19]=[N:20][C:16]([C:12]2[CH:11]=[C:10]3[C:15](=[CH:14][CH:13]=2)[NH:7][N:8]=[C:9]3[C:40]2[CH:41]=[C:42]([NH:46][C:50](=[O:51])[CH2:49][CH:48]([CH3:53])[CH3:47])[CH:43]=[CH:44][CH:45]=2)=[N:17]1. The yield is 0.0500. (7) The reactants are [H-].[Na+].[C:3]([C:5]1[CH:6]=[CH:7][C:8]([NH:11][C:12](=[O:19])[C@@H:13]([OH:18])[CH2:14][O:15][CH2:16][CH3:17])=[N:9][CH:10]=1)#[N:4].Cl[C:21]1[C:22]2[N:29]=[N:28][N:27]([C:30]3[CH:35]=[CH:34][CH:33]=[CH:32][C:31]=3[Cl:36])[C:23]=2[N:24]=[CH:25][N:26]=1.C(O)(=O)CC(CC(O)=O)(C(O)=O)O. The catalyst is C1COCC1. The product is [Cl:36][C:31]1[CH:32]=[CH:33][CH:34]=[CH:35][C:30]=1[N:27]1[C:23]2[N:24]=[CH:25][N:26]=[C:21]([O:18][C@@H:13]([CH2:14][O:15][CH2:16][CH3:17])[C:12]([NH:11][C:8]3[CH:7]=[CH:6][C:5]([C:3]#[N:4])=[CH:10][N:9]=3)=[O:19])[C:22]=2[N:29]=[N:28]1. The yield is 0.389. (8) The reactants are [F:1][CH:2]([F:11])[O:3][C:4]1[CH:10]=[CH:9][C:7]([NH2:8])=[CH:6][CH:5]=1.[S-:12][C:13]#[N:14].[K+].BrBr.[OH-].[NH4+]. The catalyst is C(O)(=O)C. The product is [F:1][CH:2]([F:11])[O:3][C:4]1[CH:10]=[CH:9][C:7]2[N:8]=[C:13]([NH2:14])[S:12][C:6]=2[CH:5]=1. The yield is 0.870.